Dataset: Catalyst prediction with 721,799 reactions and 888 catalyst types from USPTO. Task: Predict which catalyst facilitates the given reaction. Reactant: C1C(=O)N(O[C:9]([CH2:11][CH2:12][CH2:13][CH2:14][CH:15]2[S:19][CH2:18][CH:17]3[NH:20][C:21]([NH:23][CH:16]23)=[O:22])=[O:10])C(=O)C1.C1COCC1.[NH2:29][CH2:30][CH2:31][S:32]([OH:34])=[O:33].[OH-].[Na+]. Product: [O:22]=[C:21]1[NH:20][C@H:17]2[CH2:18][S:19][C@@H:15]([CH2:14][CH2:13][CH2:12][CH2:11][C:9]([NH:29][CH2:30][CH2:31][S:32]([OH:34])=[O:33])=[O:10])[C@H:16]2[NH:23]1. The catalyst class is: 6.